Task: Predict which catalyst facilitates the given reaction.. Dataset: Catalyst prediction with 721,799 reactions and 888 catalyst types from USPTO (1) Reactant: [ClH:1].[F:2][C:3]1[CH:8]=[C:7]([F:9])[CH:6]=[CH:5][C:4]=1[C:10]([CH:12]1[CH2:17][CH2:16][NH:15][CH2:14][CH2:13]1)=O.Cl.[NH2:19][OH:20].CN(C)CCO. Product: [ClH:1].[F:2][C:3]1[CH:8]=[C:7]([F:9])[CH:6]=[CH:5][C:4]=1[C:10]([CH:12]1[CH2:17][CH2:16][NH:15][CH2:14][CH2:13]1)=[N:19][OH:20]. The catalyst class is: 8. (2) Reactant: C([O:3][C:4](=O)[CH:5](O)[CH:6]([C:13]1[CH:18]=[CH:17][C:16]([O:19][CH:20]2[CH2:25][CH2:24][CH2:23][CH2:22][CH2:21]2)=[C:15]([Br:26])[CH:14]=1)[C:7](=O)[CH2:8][CH2:9][CH2:10][CH3:11])C.O.[NH2:30][NH2:31]. Product: [Br:26][C:15]1[CH:14]=[C:13]([C:6]2[CH:5]=[C:4]([OH:3])[N:30]=[N:31][C:7]=2[CH2:8][CH2:9][CH2:10][CH3:11])[CH:18]=[CH:17][C:16]=1[O:19][CH:20]1[CH2:25][CH2:24][CH2:23][CH2:22][CH2:21]1. The catalyst class is: 15. (3) Reactant: [Cl:1][C:2]1[N:3]=[CH:4][N:5]([C:7]2[CH:12]=[CH:11][C:10]([NH:13][C:14]3[N:15]=[C:16]([N:29]4[CH2:37][CH2:36][C:31]5(OCC[O:32]5)[CH2:30]4)[C:17]4[CH2:22][CH2:21][CH:20]([C:23]5[CH:28]=[CH:27][CH:26]=[CH:25][CH:24]=5)[C:18]=4[N:19]=3)=[CH:9][C:8]=2[O:38][CH3:39])[CH:6]=1.Cl.CC(C)=O. Product: [Cl:1][C:2]1[N:3]=[CH:4][N:5]([C:7]2[CH:12]=[CH:11][C:10]([NH:13][C:14]3[N:15]=[C:16]([N:29]4[CH2:37][CH2:36][C:31](=[O:32])[CH2:30]4)[C:17]4[CH2:22][CH2:21][CH:20]([C:23]5[CH:28]=[CH:27][CH:26]=[CH:25][CH:24]=5)[C:18]=4[N:19]=3)=[CH:9][C:8]=2[O:38][CH3:39])[CH:6]=1. The catalyst class is: 1.